Dataset: Experimentally validated miRNA-target interactions with 360,000+ pairs, plus equal number of negative samples. Task: Binary Classification. Given a miRNA mature sequence and a target amino acid sequence, predict their likelihood of interaction. (1) The miRNA is hsa-miR-6083 with sequence CUUAUAUCAGAGGCUGUGGG. The protein sequence of the target gene is MRCISPTALVTFCAGFCISNPVLAQGLEAGVGPRADCEVCKEFLDRFYNSLLSRGIDFSADTIEKELLNFCSDAKGKENRLCYYLGATTDAATKILGEVTRPMSVHIPAVKICEKLKKMDSQICELKYGKKLDLASVDLWKMRVAELKQILQRWGEECRACAEKSDYVNLIRELAPKYVEIYPQTEL. Result: 0 (no interaction). (2) The miRNA is hsa-miR-488-3p with sequence UUGAAAGGCUAUUUCUUGGUC. The protein sequence of the target gene is MMRCPAGGAEVEMAELYVKPGNKERGWNDPPQFSYGLQTQTGGPKRTPLTKRVAAPQDGSPRAPETSGPPPVDHPPPSSKASRPPPMGSCPATGVEPPSSPVIESETLIEDVLRPLEQALEDCHGHTKKQVCDDISRRLALLREQWAGGKLSIPVKKRMALLVQELLHHQWDAADDIHRSLMVDHVTEVSQWMVGVKRLIAEKKSLSSEETKEEKFTVEPENQTIPGFQQPS. Result: 0 (no interaction). (3) The miRNA is hsa-miR-1295b-5p with sequence CACCCAGAUCUGCGGCCUAAU. The protein sequence of the target gene is MESVSCSAAAVRTGDMESQRDLSLVPERLQRREQERQLEVERRKQKRQNQEVEKENSHFFVATFVRERAAVEELLERAESVERLEEAASRLQGLQKLINDSVFFLAAYDLRQGQEALARLQAALAERRRGLQPKKRFAFKTRGKDAASSTKVDAAPGIPPAVESIQDSPLPKKAEGDLGPSWVCGFSNLESQVLEKRASELHQRDVLLTELSNCTVRLYGNPNTLRLTKAHSCKLLCGPVSTSVFLEDCSDCVLAVACQQLRIHSTKDTRIFLQVTSRAIVEDCSGIQFAPYTWSYPEID.... Result: 0 (no interaction). (4) The miRNA is hsa-miR-885-5p with sequence UCCAUUACACUACCCUGCCUCU. The protein sequence of the target gene is MSGISGCPFFLWGLLALLGLALVISLIFNISHYVEKQRQDKMYSYSSDHTRVDEYYIEDTPIYGNLDDMISEPMDENCYEQMKARPEKSVNKMQEATPSAQATNETQMCYASLDHSVKGKRRKPRKQNTHFSDKDGDEQLHAIDASVSKTTLVDSFSPESQAVEENIHDDPIRLFGLIRAKREPIN. Result: 0 (no interaction). (5) The miRNA is hsa-miR-6507-3p with sequence CAAAGUCCUUCCUAUUUUUCCC. The protein sequence of the target gene is MGPLKAFLFSPFLLRSQSRGVRLVFLLLTLHLGNCVDKADDEDDEDLTVNKTWVLAPKIHEGDITQILNSLLQGYDNKLRPDIGVRPTVIETDVYVNSIGPVDPINMEYTIDIIFAQTWFDSRLKFNSTMKVLMLNSNMVGKIWIPDTFFRNSRKSDAHWITTPNRLLRIWNDGRVLYTLRLTINAECYLQLHNFPMDEHSCPLEFSSYGYPKNEIEYKWKKPSVEVADPKYWRLYQFAFVGLRNSTEITHTISGDYVIMTIFFDLSRRMGYFTIQTYIPCILTVVLSWVSFWINKDAVP.... Result: 0 (no interaction). (6) The miRNA is hsa-miR-99b-3p with sequence CAAGCUCGUGUCUGUGGGUCCG. The protein sequence of the target gene is MTSTFNPRECKLSKQEGQNYGFFLRIEKDTEGHLVRVVEKCSPAEKAGLQDGDRVLRINGVFVDKEEHMQVVDLVRKSGNSVTLLVLDGDSYEKAVKTRVDLKELGQSQKEQGLSDNILSPVMNGGVQTWTQPRLCYLVKEGGSYGFSLKTVQGKKGVYMTDITPQGVAMRAGVLADDHLIEVNGENVEDASHEEVVEKVKKSGSRVMFLLVDKETDKRHVEQKIQFKRETASLKLLPHQPRIVEMKKGSNGYGFYLRAGSEQKGQIIKDIDSGSPAEEAGLKNNDLVVAVNGESVETLD.... Result: 0 (no interaction). (7) The miRNA is hsa-miR-4756-3p with sequence CCAGAGAUGGUUGCCUUCCUAU. The protein sequence of the target gene is MCPCPRHRGRGPPAVCGCGDARPGLRWAAAQVTALRLQALGDELHRRAMRRRARPRDPLPALLPALRARWPWLCAAAQVAALAAWLLGRRSA. Result: 0 (no interaction). (8) The miRNA is mmu-miR-3966 with sequence AGCUGCCAGCUGUAGAACUGU. The protein sequence of the target gene is MMEESGIETTPPGTPPLHPAGLAAVPSTEAHSAATSSFSSPNVSGMESLPPHVYSTPQPSLPPVQPSAPPPFVSMSPAPSVPLSGTSVPPSVSPSPATAFSGPPMSHFPPATSASGALLSAPPSGPPISGFSVGTTYDITRGHAGRAPQTPLMPSFSAPPVTGILPAPITQQASMTSLAQGPGTTSAITFPEEQEDPRINRGQDDAPAGGIWGFIKGVAGNPMVKSVLDKTKHSVESMITTLDPGMAPYIKSGGELDIVVTSNKEVKVAAVRDAFQEVFGLAVVVGEAGQSNIAPQPVGY.... Result: 1 (interaction).